Dataset: Reaction yield outcomes from USPTO patents with 853,638 reactions. Task: Predict the reaction yield, written as a fraction of the theoretical maximum amount of product (1.0 means a 100% yield; for example, 0.34 means a 34% yield). (1) The reactants are C1(P(C2C=CC=CC=2)CCCP(C2C=CC=CC=2)C2C=CC=CC=2)C=CC=CC=1.Br[C:31]1[C:39]2[C:34](=[N:35][CH:36]=[C:37]([C:40]3[CH:41]=[C:42]([CH:46]=[CH:47][C:48]=3[CH3:49])[C:43]([OH:45])=[O:44])[CH:38]=2)[O:33][C:32]=1[C:50]1[CH:55]=[CH:54][C:53]([F:56])=[CH:52][CH:51]=1.C[CH2:58][O:59][C:60](C)=[O:61]. The catalyst is CO.CS(C)=O.C([O-])(=O)C.[Pd+2].C([O-])(=O)C. The product is [F:56][C:53]1[CH:54]=[CH:55][C:50]([C:32]2[O:33][C:34]3=[N:35][CH:36]=[C:37]([C:40]4[CH:41]=[C:42]([CH:46]=[CH:47][C:48]=4[CH3:49])[C:43]([OH:45])=[O:44])[CH:38]=[C:39]3[C:31]=2[C:60]([O:59][CH3:58])=[O:61])=[CH:51][CH:52]=1. The yield is 0.670. (2) The reactants are [CH2:1]([O:8][C:9]([NH:11][CH:12]([C:14]1[C:15]([O:33][CH3:34])=[C:16]([CH:22]2[CH2:25][N:24](C(OC(C)(C)C)=O)[CH2:23]2)[C:17]([Cl:21])=[C:18]([Cl:20])[CH:19]=1)[CH3:13])=[O:10])[C:2]1[CH:7]=[CH:6][CH:5]=[CH:4][CH:3]=1.FC(F)(F)C(O)=O.C(=O)(O)[O-].[Na+]. The catalyst is C(Cl)Cl.CO.CCOC(C)=O. The product is [CH2:1]([O:8][C:9](=[O:10])[NH:11][CH:12]([C:14]1[CH:19]=[C:18]([Cl:20])[C:17]([Cl:21])=[C:16]([CH:22]2[CH2:23][NH:24][CH2:25]2)[C:15]=1[O:33][CH3:34])[CH3:13])[C:2]1[CH:3]=[CH:4][CH:5]=[CH:6][CH:7]=1. The yield is 0.980. (3) The reactants are [Cl:1][C:2]1[CH:3]=[C:4]([CH:15]=[CH:16][CH:17]=1)[CH2:5][NH:6][C:7]1[CH:8]=[C:9]([CH2:13][OH:14])[N:10]([CH3:12])[N:11]=1. The catalyst is [O-2].[Mn+4].[O-2].ClCCl. The product is [Cl:1][C:2]1[CH:3]=[C:4]([CH:15]=[CH:16][CH:17]=1)[CH2:5][NH:6][C:7]1[CH:8]=[C:9]([CH:13]=[O:14])[N:10]([CH3:12])[N:11]=1. The yield is 0.600. (4) The reactants are [CH3:1][C:2]1[C:3]([C:8]([OH:10])=[O:9])=[N:4][CH:5]=[CH:6][N:7]=1.S(=O)(=O)(O)O.[CH3:16]O. No catalyst specified. The product is [CH3:1][C:2]1[C:3]([C:8]([O:10][CH3:16])=[O:9])=[N:4][CH:5]=[CH:6][N:7]=1. The yield is 0.730. (5) The reactants are Cl[C:2]1[N:3]=[N+:4]([O-:12])[C:5]2[CH:11]=[CH:10][CH:9]=[CH:8][C:6]=2[N:7]=1.CC[N:15]([CH2:18]C)[CH2:16][CH3:17].[NH2:20][CH2:21][CH2:22][CH2:23][N:24]([CH2:32][CH2:33][CH2:34][NH2:35])[C:25](=[O:31])[O:26][C:27]([CH3:30])([CH3:29])[CH3:28]. The catalyst is C(Cl)Cl. The product is [O-:12][N+:4]1[C:5]2[CH:11]=[CH:10][CH:9]=[CH:8][C:6]=2[N:7]=[C:2]([NH:20][CH2:21][CH2:22][CH2:23][N:24]([CH2:32][CH2:33][CH2:34][NH:35][C:18]2[N:3]=[N+:4]([O-:12])[C:5]3[CH:6]=[CH:8][CH:9]=[CH:17][C:16]=3[N:15]=2)[C:25](=[O:31])[O:26][C:27]([CH3:29])([CH3:30])[CH3:28])[N:3]=1. The yield is 0.180. (6) The product is [F:1][C:2]1[CH:10]=[CH:9][CH:8]=[C:7]([F:11])[C:3]=1[C:4]([NH:29][C:26]1[CH:25]=[N:24][C:23]([C:15]2[CH:16]=[C:17]3[C:21](=[CH:22][C:14]=2[O:13][CH3:12])[CH2:20][CH2:19][CH2:18]3)=[CH:28][N:27]=1)=[O:5]. The catalyst is ClCCl.O1CCCC1.CO.[OH-].[Na+]. The reactants are [F:1][C:2]1[CH:10]=[CH:9][CH:8]=[C:7]([F:11])[C:3]=1[C:4](Cl)=[O:5].[CH3:12][O:13][C:14]1[CH:22]=[C:21]2[C:17]([CH2:18][CH2:19][CH2:20]2)=[CH:16][C:15]=1[C:23]1[N:24]=[CH:25][C:26]([NH2:29])=[N:27][CH:28]=1.CCN(C(C)C)C(C)C. The yield is 0.300.